From a dataset of Retrosynthesis with 50K atom-mapped reactions and 10 reaction types from USPTO. Predict the reactants needed to synthesize the given product. (1) The reactants are: CC1(C)CN(C(=O)OC(C)(C)C)CCN1.O=C1CCC1. Given the product CC(C)(C)OC(=O)N1CCN(C2CCC2)C(C)(C)C1, predict the reactants needed to synthesize it. (2) Given the product C=CCN1CC2C(C1)C2(CC)c1cccc(NS(C)(=O)=O)c1, predict the reactants needed to synthesize it. The reactants are: C=CCN1CC2C(C1)C2(CC)c1cccc(N)c1.CS(=O)(=O)Cl. (3) Given the product Brc1cnc(Nc2cccc(OCc3ccccc3)c2)nc1, predict the reactants needed to synthesize it. The reactants are: Clc1ncc(Br)cn1.Nc1cccc(OCc2ccccc2)c1. (4) Given the product Cc1cc(Cl)nc2cc(OS(C)(=O)=O)ccc12, predict the reactants needed to synthesize it. The reactants are: CS(=O)(=O)Cl.Cc1cc(Cl)nc2cc(O)ccc12. (5) Given the product CSc1ccc(N2C(=O)N(Cc3ccccc3Br)C(C)(C)C2=O)cc1C(F)(F)F, predict the reactants needed to synthesize it. The reactants are: BrCc1ccccc1Br.CSc1ccc(N2C(=O)NC(C)(C)C2=O)cc1C(F)(F)F. (6) Given the product C[C@@H](C(=O)N[C@H](C(=O)N1Cc2ccccc2C[C@H]1C(=O)N(Cc1ccc(C(=O)O)cc1)[C@H](C)c1ccc(F)cc1)C(C)(C)C)N(C)C(=O)OC(C)(C)C, predict the reactants needed to synthesize it. The reactants are: COC(=O)c1ccc(CN(C(=O)[C@@H]2Cc3ccccc3CN2C(=O)[C@@H](NC(=O)[C@H](C)N(C)C(=O)OC(C)(C)C)C(C)(C)C)[C@H](C)c2ccc(F)cc2)cc1. (7) Given the product COc1ccc(-c2ccccc2)cc1CCc1ccccc1, predict the reactants needed to synthesize it. The reactants are: COc1ccc(-c2ccccc2)cc1C#Cc1ccccc1.